From a dataset of Full USPTO retrosynthesis dataset with 1.9M reactions from patents (1976-2016). Predict the reactants needed to synthesize the given product. Given the product [Cl:19][C:17]1[CH:16]=[CH:15][C:14]2[N:8]([CH2:7][C:6]([CH3:51])([CH3:50])[CH2:5][OH:4])[C:9](=[O:49])[C@@H:10]([CH2:30][C:31]([NH:33][C:34]3[CH:35]=[C:36]4[C:41](=[CH:42][CH:43]=3)[C:40]([C:44]([OH:46])=[O:45])=[CH:39][CH:38]=[CH:37]4)=[O:32])[O:11][C@H:12]([C:20]3[CH:25]=[CH:24][CH:23]=[C:22]([O:26][CH3:27])[C:21]=3[O:28][CH3:29])[C:13]=2[CH:18]=1, predict the reactants needed to synthesize it. The reactants are: C([O:4][CH2:5][C:6]([CH3:51])([CH3:50])[CH2:7][N:8]1[C:14]2[CH:15]=[CH:16][C:17]([Cl:19])=[CH:18][C:13]=2[C@@H:12]([C:20]2[CH:25]=[CH:24][CH:23]=[C:22]([O:26][CH3:27])[C:21]=2[O:28][CH3:29])[O:11][C@H:10]([CH2:30][C:31]([NH:33][C:34]2[CH:35]=[C:36]3[C:41](=[CH:42][CH:43]=2)[C:40]([C:44]([O:46]CC)=[O:45])=[CH:39][CH:38]=[CH:37]3)=[O:32])[C:9]1=[O:49])(=O)C.[OH-].[Na+].C(O)C.